From a dataset of HIV replication inhibition screening data with 41,000+ compounds from the AIDS Antiviral Screen. Binary Classification. Given a drug SMILES string, predict its activity (active/inactive) in a high-throughput screening assay against a specified biological target. The result is 0 (inactive). The drug is CC1=C(C(=O)NCc2ccccc2)C(C=Cc2ccccc2)C(C(=O)NCc2ccccc2)=C(C)N1.